This data is from Peptide-MHC class I binding affinity with 185,985 pairs from IEDB/IMGT. The task is: Regression. Given a peptide amino acid sequence and an MHC pseudo amino acid sequence, predict their binding affinity value. This is MHC class I binding data. (1) The peptide sequence is AKIALAVYK. The MHC is HLA-A02:11 with pseudo-sequence HLA-A02:11. The binding affinity (normalized) is 0.0847. (2) The peptide sequence is IAIFNNRNL. The MHC is H-2-Db with pseudo-sequence H-2-Db. The binding affinity (normalized) is 0.310. (3) The peptide sequence is YRTAVCGLY. The MHC is HLA-A03:01 with pseudo-sequence HLA-A03:01. The binding affinity (normalized) is 0.0847. (4) The peptide sequence is PVETLFGSY. The MHC is HLA-A68:01 with pseudo-sequence HLA-A68:01. The binding affinity (normalized) is 0.0371. (5) The peptide sequence is VVDKYFDCY. The MHC is HLA-B08:01 with pseudo-sequence HLA-B08:01. The binding affinity (normalized) is 0.0847. (6) The peptide sequence is LSVSSRCPI. The MHC is HLA-B57:01 with pseudo-sequence HLA-B57:01. The binding affinity (normalized) is 0.347.